Dataset: Forward reaction prediction with 1.9M reactions from USPTO patents (1976-2016). Task: Predict the product of the given reaction. (1) The product is: [F:20][C:7]([F:6])([F:19])[C:8]([N:10]1[C:18]2[C:13](=[CH:14][C:15]([S:2]([Cl:1])(=[O:5])=[O:3])=[CH:16][CH:17]=2)[CH2:12][CH2:11]1)=[O:9]. Given the reactants [Cl:1][S:2]([OH:5])(=O)=[O:3].[F:6][C:7]([F:20])([F:19])[C:8]([N:10]1[C:18]2[C:13](=[CH:14][CH:15]=[CH:16][CH:17]=2)[CH2:12][CH2:11]1)=[O:9].S(Cl)(Cl)=O, predict the reaction product. (2) Given the reactants Br[C:2]1[N:7]=[C:6]([Cl:8])[C:5]2[N:9]=[C:10]([C:14]3[C:15]([NH2:19])=[N:16][O:17][N:18]=3)[N:11]([CH2:12][CH3:13])[C:4]=2[CH:3]=1.Cl.[NH2:21][CH2:22][C:23]1[CH:24]=[C:25](B(O)O)[CH:26]=[CH:27][CH:28]=1.C([O-])([O-])=O.[K+].[K+], predict the reaction product. The product is: [NH2:21][CH2:22][C:23]1[CH:28]=[C:27]([C:2]2[N:7]=[C:6]([Cl:8])[C:5]3[N:9]=[C:10]([C:14]4[C:15]([NH2:19])=[N:16][O:17][N:18]=4)[N:11]([CH2:12][CH3:13])[C:4]=3[CH:3]=2)[CH:26]=[CH:25][CH:24]=1.